From a dataset of Reaction yield outcomes from USPTO patents with 853,638 reactions. Predict the reaction yield, written as a fraction of the theoretical maximum amount of product (1.0 means a 100% yield; for example, 0.34 means a 34% yield). The reactants are C(NC(C)C)(C)C.[Li].[Cl:9][C:10]1[CH:15]=[CH:14][CH:13]=[CH:12][C:11]=1[NH2:16].[Br:17][C:18]1[C:19]([F:29])=[C:20]([F:28])[C:21](F)=[C:22]([CH:26]=1)[C:23]([OH:25])=[O:24]. The catalyst is C1COCC1. The product is [Br:17][C:18]1[C:19]([F:29])=[C:20]([F:28])[C:21]([NH:16][C:11]2[CH:12]=[CH:13][CH:14]=[CH:15][C:10]=2[Cl:9])=[C:22]([CH:26]=1)[C:23]([OH:25])=[O:24]. The yield is 0.660.